Dataset: Full USPTO retrosynthesis dataset with 1.9M reactions from patents (1976-2016). Task: Predict the reactants needed to synthesize the given product. (1) Given the product [Cl:20][C:21]1[CH:27]=[CH:26][C:24]([NH:25][C:2]2[C:3]([CH:15]3[O:19][CH2:18][CH2:17][O:16]3)=[N:4][CH:5]=[C:6]([N:8]3[C:12]([CH3:13])=[CH:11][C:10]([CH3:14])=[N:9]3)[N:7]=2)=[CH:23][CH:22]=1, predict the reactants needed to synthesize it. The reactants are: Cl[C:2]1[C:3]([CH:15]2[O:19][CH2:18][CH2:17][O:16]2)=[N:4][CH:5]=[C:6]([N:8]2[C:12]([CH3:13])=[CH:11][C:10]([CH3:14])=[N:9]2)[N:7]=1.[Cl:20][C:21]1[CH:27]=[CH:26][C:24]([NH2:25])=[CH:23][CH:22]=1.C(=O)([O-])[O-].[Cs+].[Cs+]. (2) Given the product [Br:1][C:2]1[CH:11]=[C:10]2[C:5]([CH:6]=[CH:7][N:8]=[CH:9]2)=[CH:4][C:3]=1[OH:12], predict the reactants needed to synthesize it. The reactants are: [Br:1][C:2]1[CH:11]=[C:10]2[C:5]([CH:6]=[CH:7][N:8]=[CH:9]2)=[CH:4][C:3]=1[O:12]C.C[S-].[Na+]. (3) Given the product [F:1][C:2]1[CH:10]=[C:9]2[C:5]([C:6]([C:15]3[N:16]=[C:17]4[C:23]([C:24]([OH:36])=[O:25])=[CH:22][N:21]([CH2:26][O:27][CH2:28][CH2:29][Si:30]([CH3:33])([CH3:32])[CH3:31])[C:18]4=[N:19][CH:20]=3)=[N:7][N:8]2[CH:11]2[CH2:12][O:13][CH2:14]2)=[CH:4][CH:3]=1, predict the reactants needed to synthesize it. The reactants are: [F:1][C:2]1[CH:10]=[C:9]2[C:5]([C:6]([C:15]3[N:16]=[C:17]4[C:23]([CH:24]=[O:25])=[CH:22][N:21]([CH2:26][O:27][CH2:28][CH2:29][Si:30]([CH3:33])([CH3:32])[CH3:31])[C:18]4=[N:19][CH:20]=3)=[N:7][N:8]2[CH:11]2[CH2:14][O:13][CH2:12]2)=[CH:4][CH:3]=1.S(=O)(=O)([OH:36])N.Cl([O-])=O.[Na+].P([O-])(O)(O)=O.[K+].